Dataset: Forward reaction prediction with 1.9M reactions from USPTO patents (1976-2016). Task: Predict the product of the given reaction. The product is: [Br:12][C:13]1[CH:20]=[CH:19][CH:18]=[CH:17][C:14]=1[CH:15]1[C:2]([C:1]([O:7][C:8]([CH3:11])([CH3:10])[CH3:9])=[O:6])=[C:3]([CH3:5])[NH:21][C:3]([CH3:5])=[C:2]1[C:1]([O:7][C:8]([CH3:11])([CH3:10])[CH3:9])=[O:22]. Given the reactants [C:1]([O:7][C:8]([CH3:11])([CH3:10])[CH3:9])(=[O:6])[CH2:2][C:3]([CH3:5])=O.[Br:12][C:13]1[CH:20]=[CH:19][CH:18]=[CH:17][C:14]=1[CH:15]=O.[NH4+:21].[OH-:22], predict the reaction product.